Dataset: Reaction yield outcomes from USPTO patents with 853,638 reactions. Task: Predict the reaction yield, written as a fraction of the theoretical maximum amount of product (1.0 means a 100% yield; for example, 0.34 means a 34% yield). (1) The reactants are F[C:2]1[CH:7]=[CH:6][C:5]([N+:8]([O-:10])=[O:9])=[C:4]([O:11][CH3:12])[CH:3]=1.[N:13]1([CH:19]([CH2:22][OH:23])[CH2:20][OH:21])[CH2:18][CH2:17][NH:16][CH2:15][CH2:14]1.C(N(CC)C(C)C)(C)C. The catalyst is CC(N(C)C)=O. The product is [CH3:12][O:11][C:4]1[CH:3]=[C:2]([N:16]2[CH2:15][CH2:14][N:13]([CH:19]([CH2:20][OH:21])[CH2:22][OH:23])[CH2:18][CH2:17]2)[CH:7]=[CH:6][C:5]=1[N+:8]([O-:10])=[O:9]. The yield is 0.550. (2) The reactants are [NH2:1][CH:2]1[CH2:7][CH2:6][N:5]([C:8]2[N:13]=[C:12]([C:14]3[C:22]4[C:17](=[CH:18][CH:19]=[C:20]([C:23]([O:25]C)=[O:24])[CH:21]=4)[NH:16][CH:15]=3)[CH:11]=[N:10][CH:9]=2)[CH2:4][CH2:3]1.[OH-].[Na+].Cl. The catalyst is C1COCC1. The product is [NH2:1][CH:2]1[CH2:3][CH2:4][N:5]([C:8]2[N:13]=[C:12]([C:14]3[C:22]4[C:17](=[CH:18][CH:19]=[C:20]([C:23]([OH:25])=[O:24])[CH:21]=4)[NH:16][CH:15]=3)[CH:11]=[N:10][CH:9]=2)[CH2:6][CH2:7]1. The yield is 0.570. (3) The reactants are [Br:1][C:2]1[CH:12]=[CH:11][C:5]([C:6]([O:8]CC)=O)=[CH:4][CH:3]=1.[Cl:13][C:14]1[N:19]=[C:18]([CH3:20])[CH:17]=[CH:16][CH:15]=1. No catalyst specified. The product is [Br:1][C:2]1[CH:3]=[CH:4][C:5]([C:6](=[O:8])[CH2:20][C:18]2[CH:17]=[CH:16][CH:15]=[C:14]([Cl:13])[N:19]=2)=[CH:11][CH:12]=1. The yield is 0.820. (4) The reactants are [CH2:1]([N:5]([CH2:21][CH2:22][CH2:23][CH3:24])[C:6]1[CH:11]=[CH:10][C:9]([CH:12]=[CH:13][C:14]2[S:15][CH:16]=[CH:17][CH:18]=2)=[C:8]([O:19][CH3:20])[CH:7]=1)[CH2:2][CH2:3][CH3:4].C([Li])CCC.CN(C)[CH:32]=[O:33]. The catalyst is O1CCCC1. The product is [CH2:21]([N:5]([CH2:1][CH2:2][CH2:3][CH3:4])[C:6]1[CH:11]=[CH:10][C:9]([CH:12]=[CH:13][C:14]2[S:15][C:16]([CH:32]=[O:33])=[CH:17][CH:18]=2)=[C:8]([O:19][CH3:20])[CH:7]=1)[CH2:22][CH2:23][CH3:24]. The yield is 0.792. (5) The reactants are [CH:1]([C:4]1[C:5](=[O:21])[NH:6][C:7](=[O:20])[NH:8][C:9]=1[C:10]1[CH:11]=[N:12][C:13]2[C:18]([CH:19]=1)=[CH:17][CH:16]=[CH:15][CH:14]=2)([CH3:3])[CH3:2].C(=O)([O-])[O-].[K+].[K+].[CH2:28](I)[CH3:29]. The catalyst is CN(C=O)C. The product is [CH2:28]([N:8]1[C:9]([C:10]2[CH:11]=[N:12][C:13]3[C:18]([CH:19]=2)=[CH:17][CH:16]=[CH:15][CH:14]=3)=[C:4]([CH:1]([CH3:3])[CH3:2])[C:5](=[O:21])[NH:6][C:7]1=[O:20])[CH3:29]. The yield is 0.230. (6) The reactants are [Br:1][C:2]1[N:7]=[C:6]([N+:8]([O-])=O)[C:5]([O:11][CH3:12])=[CH:4][CH:3]=1.[Cl-].[NH4+]. The catalyst is CCO.O.[Fe]. The product is [Br:1][C:2]1[N:7]=[C:6]([NH2:8])[C:5]([O:11][CH3:12])=[CH:4][CH:3]=1. The yield is 0.440.